From a dataset of Peptide-MHC class I binding affinity with 185,985 pairs from IEDB/IMGT. Regression. Given a peptide amino acid sequence and an MHC pseudo amino acid sequence, predict their binding affinity value. This is MHC class I binding data. The peptide sequence is AYSSWMYSY. The MHC is HLA-A02:06 with pseudo-sequence HLA-A02:06. The binding affinity (normalized) is 0.